Dataset: HIV replication inhibition screening data with 41,000+ compounds from the AIDS Antiviral Screen. Task: Binary Classification. Given a drug SMILES string, predict its activity (active/inactive) in a high-throughput screening assay against a specified biological target. (1) The drug is COc1ccc2c(c1)OC1c3ccccc3OCC21. The result is 0 (inactive). (2) The molecule is COCCCCCCCCCCC(=O)OCC1OC(n2cc(C)c(=O)[nH]c2=O)CC1N=[N+]=[N-]. The result is 1 (active). (3) The compound is Cc1nc(=O)n2c(c1C(=O)Nc1ccc(Cl)cc1)NCCC2.Cl. The result is 0 (inactive). (4) The compound is N#CNC(=NCCc1c[nH]c2ccccc12)NCc1ccccc1. The result is 0 (inactive). (5) The compound is C=CCOC1=C(OCC=C)C(C2COC(C)(C)O2)OC1=O. The result is 0 (inactive).